The task is: Predict the reactants needed to synthesize the given product.. This data is from Full USPTO retrosynthesis dataset with 1.9M reactions from patents (1976-2016). (1) Given the product [CH3:1][C:2]1([CH3:26])[O:6][N:5]=[C:4]([S:7][CH2:8][C:9]2[C:10]([C:23](=[O:25])[CH3:24])=[N:11][NH:12][N:13]=2)[CH2:3]1, predict the reactants needed to synthesize it. The reactants are: [CH3:1][C:2]1([CH3:26])[O:6][N:5]=[C:4]([S:7][CH2:8][C:9]2[N:13](CC3C=CC(OC)=CC=3)[N:12]=[N:11][C:10]=2[C:23](=[O:25])[CH3:24])[CH2:3]1.CC1(C)ON=C(SCC2N=NN(CC3C=CC(OC)=CC=3)C=2C(=O)C)C1. (2) The reactants are: [Si:1]([O:8][CH:9]1[CH2:12][N:11](C(OCC2C=CC=CC=2)=O)[CH2:10]1)([C:4]([CH3:7])([CH3:6])[CH3:5])([CH3:3])[CH3:2]. Given the product [Si:1]([O:8][CH:9]1[CH2:12][NH:11][CH2:10]1)([C:4]([CH3:7])([CH3:6])[CH3:5])([CH3:3])[CH3:2], predict the reactants needed to synthesize it. (3) Given the product [CH3:20][O:21][C:22](=[O:35])[CH:23]([NH:24][C:25]([O:27][C:28]([CH3:31])([CH3:30])[CH3:29])=[O:26])[CH2:32][CH2:33][Br:37], predict the reactants needed to synthesize it. The reactants are: C1(P(C2C=CC=CC=2)C2C=CC=CC=2)C=CC=CC=1.[CH3:20][O:21][C:22](=[O:35])[C@H:23]([CH2:32][CH2:33]O)[NH:24][C:25]([O:27][C:28]([CH3:31])([CH3:30])[CH3:29])=[O:26].C(Br)(Br)(Br)[Br:37]. (4) Given the product [Cl:1][C:2]1[CH:7]=[CH:6][N:5]2[C:8]([C:11]([NH:28][C:26]3[CH:25]=[CH:24][CH:23]=[C:22]4[C:27]=3[C:19]([CH:16]3[CH2:18][CH2:17]3)=[N:20][N:21]4[CH2:29][C:30]3[CH:35]=[CH:34][CH:33]=[C:32]([CH3:36])[N:31]=3)=[O:13])=[CH:9][N:10]=[C:4]2[CH:3]=1, predict the reactants needed to synthesize it. The reactants are: [Cl:1][C:2]1[CH:7]=[CH:6][N:5]2[C:8]([C:11]([O:13]CC)=O)=[CH:9][N:10]=[C:4]2[CH:3]=1.[CH:16]1([C:19]2[C:27]3[C:26]([NH2:28])=[CH:25][CH:24]=[CH:23][C:22]=3[N:21]([CH2:29][C:30]3[CH:35]=[CH:34][CH:33]=[C:32]([CH3:36])[N:31]=3)[N:20]=2)[CH2:18][CH2:17]1.C[Si]([N-][Si](C)(C)C)(C)C.[Li+]. (5) Given the product [CH2:16]([N:5]1[C:4]2[CH:3]=[C:2]([B:23]3[O:24][C:25]([CH3:27])([CH3:26])[C:21]([CH3:37])([CH3:20])[O:22]3)[CH:14]=[C:13]([CH3:15])[C:12]=2[C:11]2[C:6]1=[CH:7][CH:8]=[CH:9][CH:10]=2)[CH:17]([CH3:19])[CH3:18], predict the reactants needed to synthesize it. The reactants are: Cl[C:2]1[CH:14]=[C:13]([CH3:15])[C:12]2[C:11]3[C:6](=[CH:7][CH:8]=[CH:9][CH:10]=3)[N:5]([CH2:16][CH:17]([CH3:19])[CH3:18])[C:4]=2[CH:3]=1.[CH3:20][C:21]1([CH3:37])[C:25]([CH3:27])([CH3:26])[O:24][B:23]([B:23]2[O:24][C:25]([CH3:27])([CH3:26])[C:21]([CH3:37])([CH3:20])[O:22]2)[O:22]1.C([O-])(=O)C.[K+]. (6) Given the product [CH:16]1([N:7]2[CH2:8][C:9]([CH3:15])([CH3:14])[C:10](=[O:13])[N:11]([CH3:12])[C:5]3[CH:4]=[N:3][C:2]([NH:22][C:23]4[CH:31]=[CH:30][C:26]([C:27]([OH:29])=[O:28])=[CH:25][CH:24]=4)=[N:21][C:6]2=3)[CH2:20][CH2:19][CH2:18][CH2:17]1, predict the reactants needed to synthesize it. The reactants are: Cl[C:2]1[N:3]=[CH:4][C:5]2[N:11]([CH3:12])[C:10](=[O:13])[C:9]([CH3:15])([CH3:14])[CH2:8][N:7]([CH:16]3[CH2:20][CH2:19][CH2:18][CH2:17]3)[C:6]=2[N:21]=1.[NH2:22][C:23]1[CH:31]=[CH:30][C:26]([C:27]([OH:29])=[O:28])=[CH:25][CH:24]=1.C(O)C.